Dataset: Reaction yield outcomes from USPTO patents with 853,638 reactions. Task: Predict the reaction yield, written as a fraction of the theoretical maximum amount of product (1.0 means a 100% yield; for example, 0.34 means a 34% yield). (1) The reactants are [Li]CCCC.Br[C:7]1[CH:15]=[CH:14][C:10]2[CH2:11][CH2:12][O:13][C:9]=2[CH:8]=1.[CH3:16][S:17]SC.O. The catalyst is C1COCC1. The product is [CH3:16][S:17][C:7]1[CH:15]=[CH:14][C:10]2[CH2:11][CH2:12][O:13][C:9]=2[CH:8]=1. The yield is 0.620. (2) The reactants are [C:1]([C:3]1[CH:4]=[C:5]2[C:10](=[CH:11][CH:12]=1)[C:9](=[O:13])[CH2:8][CH2:7][C:6]2([CH3:15])[CH3:14])#[CH:2].[CH3:16][O:17][C:18](=[O:27])[CH2:19][C:20]1[CH:25]=[CH:24][C:23](I)=[CH:22][CH:21]=1. The catalyst is C(N(CC)CC)C.[Cu]I.Cl[Pd](Cl)([P](C1C=CC=CC=1)(C1C=CC=CC=1)C1C=CC=CC=1)[P](C1C=CC=CC=1)(C1C=CC=CC=1)C1C=CC=CC=1. The product is [CH3:14][C:6]1([CH3:15])[C:5]2[CH:4]=[C:3]([C:1]#[C:2][C:23]3[CH:24]=[CH:25][C:20]([CH2:19][C:18]([O:17][CH3:16])=[O:27])=[CH:21][CH:22]=3)[CH:12]=[CH:11][C:10]=2[C:9](=[O:13])[CH2:8][CH2:7]1. The yield is 0.750.